This data is from TCR-epitope binding with 47,182 pairs between 192 epitopes and 23,139 TCRs. The task is: Binary Classification. Given a T-cell receptor sequence (or CDR3 region) and an epitope sequence, predict whether binding occurs between them. (1) The epitope is KPLEFGATSAAL. Result: 1 (the TCR binds to the epitope). The TCR CDR3 sequence is CASSPGAGATDTQYF. (2) The TCR CDR3 sequence is CASSPLGIYEQYF. Result: 0 (the TCR does not bind to the epitope). The epitope is HTDFSSEIIGY. (3) The epitope is TPINLVRDL. The TCR CDR3 sequence is CASTTGGGSYEQYF. Result: 1 (the TCR binds to the epitope). (4) The epitope is FIAGLIAIV. The TCR CDR3 sequence is CASSPAADTQYF. Result: 1 (the TCR binds to the epitope).